Dataset: Catalyst prediction with 721,799 reactions and 888 catalyst types from USPTO. Task: Predict which catalyst facilitates the given reaction. (1) Reactant: [CH2:1]([CH:3]([C:6]1[C:11]2[N:12]([CH2:16][C:17]3[CH:22]=[CH:21][C:20]([O:23][CH3:24])=[CH:19][CH:18]=3)[C:13](=[O:15])[NH:14][C:10]=2[CH:9]=[CH:8][CH:7]=1)[CH2:4][CH3:5])[CH3:2].N(C(C)(C)C#N)=NC(C)(C)C#N.[Cl:37]N1C(=O)CCC1=O.C(=O)([O-])O.[Na+]. Product: [Cl:37][C:9]1[C:10]2[NH:14][C:13](=[O:15])[N:12]([CH2:16][C:17]3[CH:18]=[CH:19][C:20]([O:23][CH3:24])=[CH:21][CH:22]=3)[C:11]=2[C:6]([CH:3]([CH2:4][CH3:5])[CH2:1][CH3:2])=[CH:7][CH:8]=1. The catalyst class is: 159. (2) Reactant: [NH:1]1[C:5]([CH:6]=[O:7])=[CH:4][N:3]=[CH:2]1.I[C:9]1[CH:14]=[CH:13][CH:12]=[CH:11][CH:10]=1.C1(N)CCCCC1N.C(=O)([O-])[O-].[Cs+].[Cs+]. Product: [C:9]1([N:3]2[CH:4]=[C:5]([CH:6]=[O:7])[N:1]=[CH:2]2)[CH:14]=[CH:13][CH:12]=[CH:11][CH:10]=1. The catalyst class is: 122. (3) Reactant: [CH2:1]([O:3][C:4](=[O:12])[C:5](=[CH:8]OCC)[C:6]#[N:7])[CH3:2].[C:13]1([NH:19][NH2:20])[CH:18]=[CH:17][CH:16]=[CH:15][CH:14]=1. Product: [CH2:1]([O:3][C:4]([C:5]1[C:6]([NH2:7])=[N:20][N:19]([C:13]2[CH:18]=[CH:17][CH:16]=[CH:15][CH:14]=2)[CH:8]=1)=[O:12])[CH3:2]. The catalyst class is: 8. (4) Reactant: [N:1]1([C:7]([C:9]2[S:10][CH:11]=[CH:12][CH:13]=2)=[O:8])[CH2:6][CH2:5][NH:4][CH2:3][CH2:2]1.Cl[C:15]1[C:24]2[C:19](=[CH:20][CH:21]=[CH:22][CH:23]=2)[NH:18][C:17](=[O:25])[C:16]=1[C:26]#[N:27]. Product: [O:25]=[C:17]1[C:16]([C:26]#[N:27])=[C:15]([N:4]2[CH2:5][CH2:6][N:1]([C:7]([C:9]3[S:10][CH:11]=[CH:12][CH:13]=3)=[O:8])[CH2:2][CH2:3]2)[C:24]2[C:19](=[CH:20][CH:21]=[CH:22][CH:23]=2)[NH:18]1. The catalyst class is: 11. (5) Reactant: Br[C:2]1[CH:18]=[CH:17][C:5]2[S:6][C:7]([C:10]3[CH:15]=[CH:14][N:13]=[C:12]([NH2:16])[N:11]=3)=[C:8]([CH3:9])[C:4]=2[CH:3]=1.C([Li])CCC. Product: [CH3:9][C:8]1[C:4]2[CH:3]=[CH:2][CH:18]=[CH:17][C:5]=2[S:6][C:7]=1[C:10]1[CH:15]=[CH:14][N:13]=[C:12]([NH2:16])[N:11]=1. The catalyst class is: 1. (6) Reactant: [Cl:1][C:2]1[CH:7]=[C:6]([N:8]2[CH2:12][CH2:11][CH2:10][C@H:9]2[C:13]([F:16])([F:15])[F:14])[N:5]=[C:4](SC)[N:3]=1.O[O:20][S:21]([O-:23])=O.[K+].[C:25]([O-])(O)=O.[Na+]. Product: [Cl:1][C:2]1[CH:7]=[C:6]([N:8]2[CH2:12][CH2:11][CH2:10][C@H:9]2[C:13]([F:15])([F:16])[F:14])[N:5]=[C:4]([S:21]([CH3:25])(=[O:23])=[O:20])[N:3]=1. The catalyst class is: 24. (7) Reactant: [CH2:1]([O:3][C:4](=[O:18])[C:5]1[CH:10]=[C:9]([N:11]2[CH2:16][CH2:15][CH2:14][CH2:13][CH2:12]2)[CH:8]=[CH:7][C:6]=1[NH2:17])[CH3:2].C(N(CC)CC)C.[CH3:26][O:27][C:28]1[CH:29]=[C:30]([CH:34]=[CH:35][C:36]=1[O:37][CH3:38])[C:31](Cl)=[O:32]. Product: [CH2:1]([O:3][C:4](=[O:18])[C:5]1[CH:10]=[C:9]([N:11]2[CH2:16][CH2:15][CH2:14][CH2:13][CH2:12]2)[CH:8]=[CH:7][C:6]=1[NH:17][C:31](=[O:32])[C:30]1[CH:34]=[CH:35][C:36]([O:37][CH3:38])=[C:28]([O:27][CH3:26])[CH:29]=1)[CH3:2]. The catalyst class is: 2.